Dataset: Peptide-MHC class II binding affinity with 134,281 pairs from IEDB. Task: Regression. Given a peptide amino acid sequence and an MHC pseudo amino acid sequence, predict their binding affinity value. This is MHC class II binding data. (1) The peptide sequence is LAARTLLAAADELVG. The MHC is HLA-DQA10501-DQB10201 with pseudo-sequence HLA-DQA10501-DQB10201. The binding affinity (normalized) is 0.690. (2) The MHC is H-2-IAd with pseudo-sequence H-2-IAd. The binding affinity (normalized) is 0.392. The peptide sequence is ISQAVHAAHAEINE. (3) The peptide sequence is WGAIWRIDTPEVLKG. The MHC is DRB1_1001 with pseudo-sequence DRB1_1001. The binding affinity (normalized) is 0.799. (4) The peptide sequence is NSVIQALTSLGLLYT. The MHC is DRB1_0802 with pseudo-sequence DRB1_0802. The binding affinity (normalized) is 0.0708. (5) The peptide sequence is SQDLELSQNLNGLQAY. The MHC is HLA-DQA10301-DQB10302 with pseudo-sequence HLA-DQA10301-DQB10302. The binding affinity (normalized) is 0.489. (6) The peptide sequence is AQAAVVRFQEAANKQ. The MHC is HLA-DQA10102-DQB10602 with pseudo-sequence HLA-DQA10102-DQB10602. The binding affinity (normalized) is 0.396.